This data is from Forward reaction prediction with 1.9M reactions from USPTO patents (1976-2016). The task is: Predict the product of the given reaction. (1) Given the reactants C[O:2][C:3]([C:5]1([CH2:15][CH3:16])[CH2:9][C:8]2[CH:10]=[C:11]([OH:14])[CH:12]=[CH:13][C:7]=2[O:6]1)=[O:4].[Cl:17][C:18]1[CH:23]=[C:22]([CH2:24][C:25]([F:28])([F:27])[F:26])[CH:21]=[CH:20][C:19]=1[O:29][CH2:30][CH2:31][CH2:32]I, predict the reaction product. The product is: [Cl:17][C:18]1[CH:23]=[C:22]([CH2:24][C:25]([F:26])([F:28])[F:27])[CH:21]=[CH:20][C:19]=1[O:29][CH2:30][CH2:31][CH2:32][O:14][C:11]1[CH:12]=[CH:13][C:7]2[O:6][C@:5]([CH2:15][CH3:16])([C:3]([OH:2])=[O:4])[CH2:9][C:8]=2[CH:10]=1. (2) Given the reactants Cl[C:2]1[N:7]=[C:6]([O:8][CH3:9])[N:5]=[C:4]([NH:10][CH2:11][CH:12]2[C:21]3[C:16](=[CH:17][CH:18]=[CH:19][CH:20]=3)[CH2:15][CH2:14][O:13]2)[CH:3]=1.[C:22]([C:25]([C:28]1[CH:29]=[C:30](B(O)O)[CH:31]=[CH:32][CH:33]=1)([CH3:27])[CH3:26])([OH:24])=[O:23].C([O-])([O-])=O.[Cs+].[Cs+], predict the reaction product. The product is: [CH:12]1([CH2:11][NH:10][C:4]2[N:5]=[C:6]([O:8][CH3:9])[N:7]=[C:2]([C:30]3[CH:29]=[C:28]([C:25]([CH3:27])([CH3:26])[C:22]([OH:24])=[O:23])[CH:33]=[CH:32][CH:31]=3)[CH:3]=2)[C:21]2[C:16](=[CH:17][CH:18]=[CH:19][CH:20]=2)[CH2:15][CH2:14][O:13]1.